The task is: Predict the reaction yield, written as a fraction of the theoretical maximum amount of product (1.0 means a 100% yield; for example, 0.34 means a 34% yield).. This data is from Reaction yield outcomes from USPTO patents with 853,638 reactions. (1) The reactants are [OH:1][C:2]1[CH:7]=[CH:6][C:5]([N:8]2[C:13](=[O:14])[C:12]([CH2:15][C:16]3[CH:21]=[CH:20][C:19]([C:22]4[C:23]([C:28]#[N:29])=[CH:24][CH:25]=[CH:26][CH:27]=4)=[CH:18][CH:17]=3)=[C:11]([CH2:30][CH2:31][CH3:32])[N:10]=[C:9]2[CH3:33])=[CH:4][CH:3]=1.Br[CH:35]([CH3:39])[C:36]([NH2:38])=[O:37].C(=O)([O-])[O-].[Cs+].[Cs+].C(OCC)(=O)C. The catalyst is CN(C)C=O.O. The product is [C:28]([C:23]1[CH:24]=[CH:25][CH:26]=[CH:27][C:22]=1[C:19]1[CH:20]=[CH:21][C:16]([CH2:15][C:12]2[C:13](=[O:14])[N:8]([C:5]3[CH:4]=[CH:3][C:2]([O:1][CH:35]([CH3:39])[C:36]([NH2:38])=[O:37])=[CH:7][CH:6]=3)[C:9]([CH3:33])=[N:10][C:11]=2[CH2:30][CH2:31][CH3:32])=[CH:17][CH:18]=1)#[N:29]. The yield is 0.880. (2) The reactants are [CH3:1][NH2:2].C1COCC1.[F:8][C:9]1[CH:14]=[CH:13][C:12]([CH2:15][C:16](Cl)=[O:17])=[CH:11][CH:10]=1. The catalyst is O. The product is [F:8][C:9]1[CH:14]=[CH:13][C:12]([CH2:15][C:16]([NH:2][CH3:1])=[O:17])=[CH:11][CH:10]=1. The yield is 0.980. (3) The reactants are [Br:1][C:2]1[CH:10]=[CH:9][C:5]([C:6](O)=[O:7])=[C:4]([Cl:11])[CH:3]=1.ClC1N=C(OC)N=C(OC)N=1.CN1CCOCC1.Cl.[CH3:31][NH:32][O:33][CH3:34].C(N(CC)CC)C. The catalyst is O1CCCC1. The product is [Br:1][C:2]1[CH:10]=[CH:9][C:5]([C:6]([N:32]([O:33][CH3:34])[CH3:31])=[O:7])=[C:4]([Cl:11])[CH:3]=1. The yield is 0.910.